This data is from Reaction yield outcomes from USPTO patents with 853,638 reactions. The task is: Predict the reaction yield, written as a fraction of the theoretical maximum amount of product (1.0 means a 100% yield; for example, 0.34 means a 34% yield). The catalyst is CN(C=O)C.O.C1C=CC([P]([Pd]([P](C2C=CC=CC=2)(C2C=CC=CC=2)C2C=CC=CC=2)([P](C2C=CC=CC=2)(C2C=CC=CC=2)C2C=CC=CC=2)[P](C2C=CC=CC=2)(C2C=CC=CC=2)C2C=CC=CC=2)(C2C=CC=CC=2)C2C=CC=CC=2)=CC=1. The reactants are [NH2:1][C:2]1[C:10]2[C:5](=[N:6][C:7]([N:15]3[CH2:20][CH2:19][CH:18]([NH:21][CH2:22][CH:23]([C:25]4[CH:30]=[CH:29][C:28](Br)=[CH:27][N:26]=4)[OH:24])[CH2:17][CH2:16]3)=[CH:8][C:9]=2[C:11]([F:14])([F:13])[F:12])[S:4][C:3]=1[C:32]([NH2:34])=[O:33].B1(B2OC(C)(C)C(C)(C)O2)OC(C)(C)C(C)(C)O1.C([O-])(=O)C.[K+].N#N.Br[C:61]1[CH:69]=[C:68]2[C:64]([CH2:65][C:66](=[O:70])[NH:67]2)=[CH:63][CH:62]=1.C(=O)([O-])[O-].[K+].[K+]. The product is [NH2:1][C:2]1[C:10]2[C:5](=[N:6][C:7]([N:15]3[CH2:20][CH2:19][CH:18]([NH:21][CH2:22][CH:23]([OH:24])[C:25]4[CH:30]=[CH:29][C:28]([C:61]5[CH:69]=[C:68]6[C:64]([CH2:65][C:66](=[O:70])[NH:67]6)=[CH:63][CH:62]=5)=[CH:27][N:26]=4)[CH2:17][CH2:16]3)=[CH:8][C:9]=2[C:11]([F:14])([F:13])[F:12])[S:4][C:3]=1[C:32]([NH2:34])=[O:33]. The yield is 0.119.